Predict the product of the given reaction. From a dataset of Forward reaction prediction with 1.9M reactions from USPTO patents (1976-2016). (1) Given the reactants [CH3:1][O:2][C:3]1[CH:12]=[CH:11][CH:10]=[C:9]2[C:4]=1[CH:5]=[CH:6][C:7](C(O)=O)=[CH:8]2.C[N:17](C=O)C.C(Cl)(=O)C(Cl)=O.[N-]=[N+]=[N-].[Na+].[OH-].[Na+], predict the reaction product. The product is: [CH3:1][O:2][C:3]1[CH:12]=[CH:11][CH:10]=[C:9]2[C:4]=1[CH:5]=[CH:6][C:7]([NH2:17])=[CH:8]2. (2) Given the reactants S(Cl)(Cl)=O.[F:5][C:6]1[N:14]=[CH:13][CH:12]=[CH:11][C:7]=1[C:8](O)=[O:9].CN(C)C=O.[BH4-].[Na+], predict the reaction product. The product is: [F:5][C:6]1[C:7]([CH2:8][OH:9])=[CH:11][CH:12]=[CH:13][N:14]=1. (3) Given the reactants [N+:1]([O-:4])(O)=[O:2].[F:5][C:6]1[CH:7]=[CH:8][C:9]2[O:13][CH2:12][CH2:11][C:10]=2[CH:14]=1, predict the reaction product. The product is: [F:5][C:6]1[CH:7]=[C:8]([N+:1]([O-:4])=[O:2])[C:9]2[O:13][CH2:12][CH2:11][C:10]=2[CH:14]=1.